From a dataset of Forward reaction prediction with 1.9M reactions from USPTO patents (1976-2016). Predict the product of the given reaction. (1) The product is: [C:13]1([C:12]([C:19]2[CH:20]=[CH:21][CH:22]=[CH:23][CH:24]=2)([C:25]2[CH:26]=[CH:27][CH:28]=[CH:29][CH:30]=2)[N:1]2[CH:5]=[C:4]([CH2:6][C:7]([O:9][CH3:10])=[O:8])[N:3]=[CH:2]2)[CH:14]=[CH:15][CH:16]=[CH:17][CH:18]=1. Given the reactants [NH:1]1[CH:5]=[C:4]([CH2:6][C:7]([O:9][CH3:10])=[O:8])[N:3]=[CH:2]1.Cl[C:12]([C:25]1[CH:30]=[CH:29][CH:28]=[CH:27][CH:26]=1)([C:19]1[CH:24]=[CH:23][CH:22]=[CH:21][CH:20]=1)[C:13]1[CH:18]=[CH:17][CH:16]=[CH:15][CH:14]=1.CCN(CC)CC, predict the reaction product. (2) Given the reactants C[O:2][C:3](=[O:40])[CH:4]([C:9]1[CH:14]=[C:13]([C:15]2[CH:20]=[CH:19][C:18]([C:21]([F:24])([F:23])[F:22])=[CH:17][CH:16]=2)[N:12]=[C:11]([N:25]([CH2:36][CH:37]([CH3:39])[CH3:38])[C:26]2[CH:31]=[CH:30][C:29]([C:32]([F:35])([F:34])[F:33])=[CH:28][CH:27]=2)[CH:10]=1)[CH2:5][CH:6]([CH3:8])[CH3:7].C(O)(=O)CC(CC(O)=O)(C(O)=O)O, predict the reaction product. The product is: [CH2:36]([N:25]([C:26]1[CH:31]=[CH:30][C:29]([C:32]([F:35])([F:33])[F:34])=[CH:28][CH:27]=1)[C:11]1[CH:10]=[C:9]([CH:4]([CH2:5][CH:6]([CH3:8])[CH3:7])[C:3]([OH:40])=[O:2])[CH:14]=[C:13]([C:15]2[CH:20]=[CH:19][C:18]([C:21]([F:23])([F:24])[F:22])=[CH:17][CH:16]=2)[N:12]=1)[CH:37]([CH3:38])[CH3:39]. (3) Given the reactants [CH2:1]([O:8][C@H:9]1[CH:14]=[CH:13][O:12][C@@H:11]([CH3:15])[C@@H:10]1[OH:16])[C:2]1[CH:7]=[CH:6][CH:5]=[CH:4][CH:3]=1.[H-].[Na+].I[CH2:20][CH2:21][CH2:22][CH3:23], predict the reaction product. The product is: [CH2:1]([O:8][C@H:9]1[CH:14]=[CH:13][O:12][C@@H:11]([CH3:15])[C@@H:10]1[O:16][CH2:20][CH2:21][CH2:22][CH3:23])[C:2]1[CH:3]=[CH:4][CH:5]=[CH:6][CH:7]=1. (4) Given the reactants [NH2:1][C:2]1[C:3]([C:12]([OH:14])=O)=[CH:4][C:5]2[C:10]([CH:11]=1)=[CH:9][CH:8]=[CH:7][CH:6]=2.[C:15]1([CH2:21][NH:22][CH2:23][C:24]([O:26][CH2:27][CH3:28])=[O:25])[CH:20]=[CH:19][CH:18]=[CH:17][CH:16]=1.C(NC(C)C)(C)C.CN(C(ON1N=NC2C=CC=NC1=2)=[N+](C)C)C.F[P-](F)(F)(F)(F)F, predict the reaction product. The product is: [NH2:1][C:2]1[C:3]([C:12]([N:22]([CH2:21][C:15]2[CH:16]=[CH:17][CH:18]=[CH:19][CH:20]=2)[CH2:23][C:24]([O:26][CH2:27][CH3:28])=[O:25])=[O:14])=[CH:4][C:5]2[C:10]([CH:11]=1)=[CH:9][CH:8]=[CH:7][CH:6]=2. (5) Given the reactants [CH2:1]([N:8]([CH2:35][C:36](O)=[O:37])[C:9]([N:11]1[CH2:16][CH2:15][CH2:14][CH:13]([CH2:17][O:18][C:19]2[CH:24]=[CH:23][C:22]([C:25]3[CH:30]=[C:29]([F:31])[C:28]([F:32])=[CH:27][C:26]=3[O:33][CH3:34])=[CH:21][CH:20]=2)[CH2:12]1)=[O:10])[C:2]1[CH:7]=[CH:6][CH:5]=[CH:4][CH:3]=1.[CH3:39][S:40]([NH2:43])(=[O:42])=[O:41], predict the reaction product. The product is: [CH2:1]([N:8]([CH2:35][C:36]([NH:43][S:40]([CH3:39])(=[O:42])=[O:41])=[O:37])[C:9]([N:11]1[CH2:16][CH2:15][CH2:14][CH:13]([CH2:17][O:18][C:19]2[CH:24]=[CH:23][C:22]([C:25]3[CH:30]=[C:29]([F:31])[C:28]([F:32])=[CH:27][C:26]=3[O:33][CH3:34])=[CH:21][CH:20]=2)[CH2:12]1)=[O:10])[C:2]1[CH:7]=[CH:6][CH:5]=[CH:4][CH:3]=1.